Dataset: NCI-60 drug combinations with 297,098 pairs across 59 cell lines. Task: Regression. Given two drug SMILES strings and cell line genomic features, predict the synergy score measuring deviation from expected non-interaction effect. (1) Drug 1: CC1=C(C(=CC=C1)Cl)NC(=O)C2=CN=C(S2)NC3=CC(=NC(=N3)C)N4CCN(CC4)CCO. Drug 2: C1=CN(C=N1)CC(O)(P(=O)(O)O)P(=O)(O)O. Cell line: SF-539. Synergy scores: CSS=23.9, Synergy_ZIP=-2.72, Synergy_Bliss=3.49, Synergy_Loewe=-13.2, Synergy_HSA=2.70. (2) Drug 1: C1CCC(C1)C(CC#N)N2C=C(C=N2)C3=C4C=CNC4=NC=N3. Drug 2: C#CCC(CC1=CN=C2C(=N1)C(=NC(=N2)N)N)C3=CC=C(C=C3)C(=O)NC(CCC(=O)O)C(=O)O. Cell line: M14. Synergy scores: CSS=-15.5, Synergy_ZIP=2.58, Synergy_Bliss=-3.61, Synergy_Loewe=-18.9, Synergy_HSA=-12.9. (3) Drug 1: CCC1=CC2CC(C3=C(CN(C2)C1)C4=CC=CC=C4N3)(C5=C(C=C6C(=C5)C78CCN9C7C(C=CC9)(C(C(C8N6C)(C(=O)OC)O)OC(=O)C)CC)OC)C(=O)OC.C(C(C(=O)O)O)(C(=O)O)O. Drug 2: C1=C(C(=O)NC(=O)N1)F. Cell line: UO-31. Synergy scores: CSS=30.8, Synergy_ZIP=-2.22, Synergy_Bliss=-2.11, Synergy_Loewe=1.73, Synergy_HSA=1.99. (4) Drug 1: C1CN1C2=NC(=NC(=N2)N3CC3)N4CC4. Drug 2: C1CC(=O)NC(=O)C1N2CC3=C(C2=O)C=CC=C3N. Cell line: UACC62. Synergy scores: CSS=47.2, Synergy_ZIP=-0.491, Synergy_Bliss=-1.21, Synergy_Loewe=-7.68, Synergy_HSA=-1.47.